From a dataset of Full USPTO retrosynthesis dataset with 1.9M reactions from patents (1976-2016). Predict the reactants needed to synthesize the given product. Given the product [Br:1][C:2]1[CH:7]=[CH:6][N:5]=[C:4]2[N:8]([S:15]([C:18]3[CH:19]=[CH:20][CH:21]=[CH:22][CH:23]=3)(=[O:17])=[O:16])[C:9]([C:11]([CH3:13])=[CH2:12])=[CH:10][C:3]=12, predict the reactants needed to synthesize it. The reactants are: [Br:1][C:2]1[CH:7]=[CH:6][N:5]=[C:4]2[N:8]([S:15]([C:18]3[CH:23]=[CH:22][CH:21]=[CH:20][CH:19]=3)(=[O:17])=[O:16])[C:9]([C:11](O)([CH3:13])[CH3:12])=[CH:10][C:3]=12.C(=O)([O-])O.[Na+].